This data is from Forward reaction prediction with 1.9M reactions from USPTO patents (1976-2016). The task is: Predict the product of the given reaction. Given the reactants [CH3:1][C:2]1[C:11]2[C:6](=[CH:7][CH:8]=[CH:9][C:10]=2[NH:12][CH:13]2[CH2:18][CH2:17][N:16](C(OC(C)(C)C)=O)[CH2:15][CH2:14]2)[CH:5]=[N:4][CH:3]=1.[ClH:26].CO, predict the reaction product. The product is: [ClH:26].[CH3:1][C:2]1[C:11]2[C:6](=[CH:7][CH:8]=[CH:9][C:10]=2[NH:12][CH:13]2[CH2:18][CH2:17][NH:16][CH2:15][CH2:14]2)[CH:5]=[N:4][CH:3]=1.